From a dataset of Catalyst prediction with 721,799 reactions and 888 catalyst types from USPTO. Predict which catalyst facilitates the given reaction. (1) Reactant: Br[CH2:2][CH2:3][NH:4][C:5]([C:7]1[CH:12]=[CH:11][C:10]([C:13]([F:16])([F:15])[F:14])=[CH:9][CH:8]=1)=[O:6].[C:17]([N:24]1[CH2:29][CH2:28][NH:27][CH2:26][CH2:25]1)([O:19][C:20]([CH3:23])([CH3:22])[CH3:21])=[O:18].C(=O)([O-])[O-].[K+].[K+]. Product: [F:14][C:13]([F:16])([F:15])[C:10]1[CH:11]=[CH:12][C:7]([C:5]([NH:4][CH2:3][CH2:2][N:27]2[CH2:26][CH2:25][N:24]([C:17]([O:19][C:20]([CH3:23])([CH3:22])[CH3:21])=[O:18])[CH2:29][CH2:28]2)=[O:6])=[CH:8][CH:9]=1. The catalyst class is: 21. (2) Reactant: Br[C:2]1[CH:3]=[CH:4][C:5]([O:11][CH2:12][O:13][CH3:14])=[C:6]([N:8]([CH3:10])[CH3:9])[CH:7]=1.[Li]CCCC.[CH3:20][C:21]1[CH:28]=[C:27]([O:29][Si:30]([CH:37]([CH3:39])[CH3:38])([CH:34]([CH3:36])[CH3:35])[CH:31]([CH3:33])[CH3:32])[CH:26]=[C:25]([CH3:40])[C:22]=1[CH:23]=[O:24]. Product: [CH3:9][N:8]([CH3:10])[C:6]1[CH:7]=[C:2]([CH:23]([C:22]2[C:25]([CH3:40])=[CH:26][C:27]([O:29][Si:30]([CH:31]([CH3:33])[CH3:32])([CH:37]([CH3:39])[CH3:38])[CH:34]([CH3:36])[CH3:35])=[CH:28][C:21]=2[CH3:20])[OH:24])[CH:3]=[CH:4][C:5]=1[O:11][CH2:12][O:13][CH3:14]. The catalyst class is: 1. (3) Reactant: [CH3:1][O:2][CH2:3][CH2:4][CH2:5][OH:6].F[C:8]1[CH:16]=[CH:15][C:11]([C:12]([OH:14])=[O:13])=[CH:10][C:9]=1[C:17]([F:20])([F:19])[F:18].[H-].[Na+].CN(C=O)C. Product: [CH3:1][O:2][CH2:3][CH2:4][CH2:5][O:6][C:8]1[CH:16]=[CH:15][C:11]([C:12]([OH:14])=[O:13])=[CH:10][C:9]=1[C:17]([F:18])([F:20])[F:19]. The catalyst class is: 1. (4) Reactant: [F:1][C:2]1[CH:3]=[C:4]([CH:19]=[CH:20][CH:21]=1)[CH2:5][O:6][C:7]1[CH:8]=[CH:9][C:10]2[CH:16]=[CH:15][NH:14][C:13](=[O:17])[CH2:12][C:11]=2[CH:18]=1.[H-].[Na+].[CH3:24]I. Product: [F:1][C:2]1[CH:3]=[C:4]([CH:19]=[CH:20][CH:21]=1)[CH2:5][O:6][C:7]1[CH:8]=[CH:9][C:10]2[CH:16]=[CH:15][N:14]([CH3:24])[C:13](=[O:17])[CH2:12][C:11]=2[CH:18]=1. The catalyst class is: 7. (5) Reactant: Cl[C:2]1[CH:7]=[C:6]([O:8][C:9]2[CH:10]=[CH:11][C:12]([N:16]3[C:20](=[O:21])[NH:19][C:18]([C:22]4[CH:27]=[CH:26][C:25]([F:28])=[CH:24][CH:23]=4)=[N:17]3)=[N:13][C:14]=2[CH3:15])[CH:5]=[CH:4][N:3]=1.[CH:29]1([C:32]([NH2:34])=[O:33])[CH2:31][CH2:30]1.C([O-])([O-])=O.[Cs+].[Cs+].CC(C1C=C(C(C)C)C(C2C=CC=CC=2P(C2CCCCC2)C2CCCCC2)=C(C(C)C)C=1)C. Product: [F:28][C:25]1[CH:26]=[CH:27][C:22]([C:18]2[NH:19][C:20](=[O:21])[N:16]([C:12]3[N:13]=[C:14]([CH3:15])[C:9]([O:8][C:6]4[CH:5]=[CH:4][N:3]=[C:2]([NH:34][C:32]([CH:29]5[CH2:31][CH2:30]5)=[O:33])[CH:7]=4)=[CH:10][CH:11]=3)[N:17]=2)=[CH:23][CH:24]=1. The catalyst class is: 62. (6) Reactant: COC1C2C=CC=CC=2SC=1C(O)=O.B(Br)(Br)Br.C[O:20][C:21]1[CH:32]=[CH:31][C:24]2[S:25][CH:26]=[C:27]([C:28]([OH:30])=[O:29])[C:23]=2[CH:22]=1.[OH-].[Na+]. Product: [OH:20][C:21]1[CH:32]=[CH:31][C:24]2[S:25][CH:26]=[C:27]([C:28]([OH:30])=[O:29])[C:23]=2[CH:22]=1. The catalyst class is: 11. (7) Reactant: [CH3:1][O:2][N:3]=[C:4]([C:7]1[C:12]([Cl:13])=[CH:11][C:10]([O:14][CH2:15][C:16]([F:19])([F:18])[F:17])=[CH:9][N:8]=1)[CH2:5][NH2:6].C(N(CC)CC)C.[F:27][C:28]([F:39])([F:38])[C:29]1[CH:37]=[CH:36][CH:35]=[CH:34][C:30]=1[C:31](Cl)=[O:32].O. Product: [Cl:13][C:12]1[C:7]([C:4](=[N:3][O:2][CH3:1])[CH2:5][NH:6][C:31](=[O:32])[C:30]2[CH:34]=[CH:35][CH:36]=[CH:37][C:29]=2[C:28]([F:27])([F:38])[F:39])=[N:8][CH:9]=[C:10]([O:14][CH2:15][C:16]([F:19])([F:17])[F:18])[CH:11]=1. The catalyst class is: 4. (8) Reactant: [C:1]1([CH2:7][CH2:8][CH2:9][CH2:10][CH2:11][CH2:12][C:13]#[C:14][C:15]2[CH:24]=[CH:23][C:18]([C:19]([O:21][CH3:22])=[O:20])=[CH:17][CH:16]=2)[CH:6]=[CH:5][CH:4]=[CH:3][CH:2]=1. Product: [C:1]1([CH2:7][CH2:8][CH2:9][CH2:10][CH2:11][CH2:12][CH2:13][CH2:14][C:15]2[CH:16]=[CH:17][C:18]([C:19]([O:21][CH3:22])=[O:20])=[CH:23][CH:24]=2)[CH:2]=[CH:3][CH:4]=[CH:5][CH:6]=1. The catalyst class is: 19.